From a dataset of Full USPTO retrosynthesis dataset with 1.9M reactions from patents (1976-2016). Predict the reactants needed to synthesize the given product. (1) Given the product [F:1][C:2]1[CH:3]=[C:4]2[C:9](=[CH:10][CH:11]=1)[CH:8]=[C:7]([C:12]([NH:14][C:15]1[CH:36]=[CH:35][C:18]([CH2:19][N:20]3[C:28]4[C:23](=[CH:24][CH:25]=[CH:26][CH:27]=4)[C:22]([CH2:29][C:30]([OH:32])=[O:31])=[N:21]3)=[CH:17][CH:16]=1)=[O:13])[CH:6]=[CH:5]2, predict the reactants needed to synthesize it. The reactants are: [F:1][C:2]1[CH:3]=[C:4]2[C:9](=[CH:10][CH:11]=1)[CH:8]=[C:7]([C:12]([NH:14][C:15]1[CH:36]=[CH:35][C:18]([CH2:19][N:20]3[C:28]4[C:23](=[CH:24][CH:25]=[CH:26][CH:27]=4)[C:22]([CH2:29][C:30]([O:32]CC)=[O:31])=[N:21]3)=[CH:17][CH:16]=1)=[O:13])[CH:6]=[CH:5]2.O.[OH-].[Li+].O.Cl. (2) Given the product [NH2:1][C:2]1[CH:10]=[CH:9][CH:8]=[C:7]([O:11][CH3:12])[C:3]=1[C:4]([NH:13][CH2:14][CH2:15][CH2:16][C@H:17]1[O:21][C:20](=[O:22])[N:19]([C:23]2[CH:24]=[CH:25][C:26]3[S:31][CH2:30][C:29](=[O:32])[NH:28][C:27]=3[CH:33]=2)[CH2:18]1)=[O:6], predict the reactants needed to synthesize it. The reactants are: [NH2:1][C:2]1[CH:10]=[CH:9][CH:8]=[C:7]([O:11][CH3:12])[C:3]=1[C:4]([OH:6])=O.[NH2:13][CH2:14][CH2:15][CH2:16][C@H:17]1[O:21][C:20](=[O:22])[N:19]([C:23]2[CH:24]=[CH:25][C:26]3[S:31][CH2:30][C:29](=[O:32])[NH:28][C:27]=3[CH:33]=2)[CH2:18]1. (3) Given the product [Br:1][C:2]1[CH:3]=[C:4]([CH:21]=[CH:22][C:23]=1[Cl:24])[C:5]([N:7]([CH3:8])[C:9]1[CH:14]=[CH:13][CH:12]=[CH:11][C:10]=1[O:15][CH2:16][CH2:17][CH2:18][C:19]1[NH:27][N:26]=[N:25][N:20]=1)=[O:6], predict the reactants needed to synthesize it. The reactants are: [Br:1][C:2]1[CH:3]=[C:4]([CH:21]=[CH:22][C:23]=1[Cl:24])[C:5]([N:7]([C:9]1[CH:14]=[CH:13][CH:12]=[CH:11][C:10]=1[O:15][CH2:16][CH2:17][CH2:18][C:19]#[N:20])[CH3:8])=[O:6].[N:25]([Sn](CCCC)(CCCC)CCCC)=[N+:26]=[N-:27].C([Al](CC)CC)C.Cl. (4) Given the product [OH:22][CH2:21][CH2:20][N:19]1[C:15]([C:11]2[C:12]3[CH:13]=[CH:14][C:5]([C:3]#[N:4])=[CH:6][C:7]=3[CH2:8][CH2:9][CH:10]=2)=[CH:16][N:17]=[CH:18]1, predict the reactants needed to synthesize it. The reactants are: [BH4-].[Na+].[C:3]([C:5]1[CH:6]=[C:7]2[C:12](=[CH:13][CH:14]=1)[C:11]([C:15]1[N:19]([CH2:20][C:21](OCC)=[O:22])[CH:18]=[N:17][CH:16]=1)=[CH:10][CH2:9][CH2:8]2)#[N:4].